The task is: Predict the reactants needed to synthesize the given product.. This data is from Full USPTO retrosynthesis dataset with 1.9M reactions from patents (1976-2016). (1) Given the product [CH2:30]([O:29][C:22]1[CH:21]=[C:20]([C:18](=[O:19])[CH2:17][CH2:16][C:15]([NH:14][C:4]2[CH:3]=[C:2]([C:71]3[CH:70]=[C:69]([CH2:68][CH2:67][C:64]([OH:66])=[O:65])[CH:74]=[CH:73][CH:72]=3)[CH:7]=[C:6]([C:8]3[CH:13]=[CH:12][CH:11]=[CH:10][CH:9]=3)[N:5]=2)=[O:32])[CH:25]=[CH:24][C:23]=1[O:26][CH2:27][CH3:28])[CH3:31], predict the reactants needed to synthesize it. The reactants are: Cl[C:2]1[CH:7]=[C:6]([C:8]2[CH:13]=[CH:12][CH:11]=[CH:10][CH:9]=2)[N:5]=[C:4]([NH:14][C:15](=[O:32])[CH2:16][CH2:17][C:18]([C:20]2[CH:25]=[CH:24][C:23]([O:26][CH2:27][CH3:28])=[C:22]([O:29][CH2:30][CH3:31])[CH:21]=2)=[O:19])[CH:3]=1.C1(C2C=CC=CC=2)C=CC=CC=1P(C1CCCCC1)C1CCCCC1.C(=O)([O-])[O-].[K+].[K+].[C:64]([CH2:67][CH2:68][C:69]1[CH:70]=[C:71](B(O)O)[CH:72]=[CH:73][CH:74]=1)([OH:66])=[O:65]. (2) Given the product [Cl:1][C:2]1[CH:7]=[C:6]([Cl:8])[C:5]([O:9][CH3:10])=[CH:4][C:3]=1[NH:11][C:12]1[C:17]([C:18]#[N:19])=[CH:16][N:15]=[C:14]2[CH:20]=[C:21]([C:28]#[C:27][CH2:26][N:25]([CH3:29])[CH3:24])[S:22][C:13]=12, predict the reactants needed to synthesize it. The reactants are: [Cl:1][C:2]1[CH:7]=[C:6]([Cl:8])[C:5]([O:9][CH3:10])=[CH:4][C:3]=1[NH:11][C:12]1[C:17]([C:18]#[N:19])=[CH:16][N:15]=[C:14]2[CH:20]=[C:21](I)[S:22][C:13]=12.[CH3:24][N:25]([CH3:29])[CH2:26][C:27]#[CH:28].CO. (3) Given the product [F:1][C:2]([F:14])([F:15])[C:3]1[CH:4]=[CH:5][C:6]([CH:9]([C:10]2[NH:18][CH2:17][CH2:16][N:11]=2)[CH2:12][CH3:13])=[CH:7][CH:8]=1, predict the reactants needed to synthesize it. The reactants are: [F:1][C:2]([F:15])([F:14])[C:3]1[CH:8]=[CH:7][C:6]([CH:9]([CH2:12][CH3:13])[C:10]#[N:11])=[CH:5][CH:4]=1.[CH2:16](N)[CH2:17][NH2:18]. (4) Given the product [NH2:1][C:2]1[C:3]([Cl:31])=[C:4]([CH2:17][N:18]2[CH2:23][CH2:22][N:21]([C:24]([O:26][C:27]([CH3:30])([CH3:29])[CH3:28])=[O:25])[CH2:20][CH2:19]2)[C:5]([C:13]([F:14])([F:16])[F:15])=[CH:6][C:7]=1[C:8]([OH:10])=[O:9], predict the reactants needed to synthesize it. The reactants are: [NH2:1][C:2]1[C:3]([Cl:31])=[C:4]([CH2:17][N:18]2[CH2:23][CH2:22][N:21]([C:24]([O:26][C:27]([CH3:30])([CH3:29])[CH3:28])=[O:25])[CH2:20][CH2:19]2)[C:5]([C:13]([F:16])([F:15])[F:14])=[CH:6][C:7]=1[C:8]([O:10]CC)=[O:9].NC1C(Br)=CC(C(F)(F)F)=CC=1C(O)=O.